This data is from Reaction yield outcomes from USPTO patents with 853,638 reactions. The task is: Predict the reaction yield, written as a fraction of the theoretical maximum amount of product (1.0 means a 100% yield; for example, 0.34 means a 34% yield). (1) The reactants are [C:1]([O:4][CH2:5][CH2:6][N:7]([CH2:27][CH2:28][CH2:29][CH2:30][N:31]([CH2:35][CH2:36][CH3:37])[CH2:32][CH2:33][CH3:34])[CH2:8][C:9]1[CH:14]=[CH:13][C:12]([CH2:15][N:16]=CC2C=CC=C([N+]([O-])=O)C=2)=[CH:11][CH:10]=1)(=[O:3])[CH3:2].Cl. The catalyst is C(O)C. The product is [C:1]([O:4][CH2:5][CH2:6][N:7]([CH2:8][C:9]1[CH:14]=[CH:13][C:12]([CH2:15][NH2:16])=[CH:11][CH:10]=1)[CH2:27][CH2:28][CH2:29][CH2:30][N:31]([CH2:32][CH2:33][CH3:34])[CH2:35][CH2:36][CH3:37])(=[O:3])[CH3:2]. The yield is 0.790. (2) The reactants are [OH:1][CH:2]1[CH2:20][CH:19]2[N:4]([C:5](=[O:39])[CH:6]([NH:31][C:32]([O:34][C:35]([CH3:38])([CH3:37])[CH3:36])=[O:33])[CH2:7][O:8][CH2:9][CH2:10][CH2:11][CH:12]=[CH:13][CH:14]3[C:16]([C:22]([NH:24][S:25]([CH:28]4[CH2:30][CH2:29]4)(=[O:27])=[O:26])=[O:23])([NH:17][C:18]2=[O:21])[CH2:15]3)[CH2:3]1.[C:40](Cl)(=[O:47])[C:41]1[CH:46]=[CH:45][CH:44]=[CH:43][CH:42]=1. No catalyst specified. The product is [C:40]([O:1][CH:2]1[CH2:20][CH:19]2[N:4]([C:5](=[O:39])[CH:6]([NH:31][C:32]([O:34][C:35]([CH3:36])([CH3:38])[CH3:37])=[O:33])[CH2:7][O:8][CH2:9][CH2:10][CH2:11][CH:12]=[CH:13][CH:14]3[C:16]([C:22]([NH:24][S:25]([CH:28]4[CH2:29][CH2:30]4)(=[O:26])=[O:27])=[O:23])([NH:17][C:18]2=[O:21])[CH2:15]3)[CH2:3]1)(=[O:47])[C:41]1[CH:46]=[CH:45][CH:44]=[CH:43][CH:42]=1. The yield is 0.480. (3) The reactants are C([N:8]1[CH2:12][CH2:11][C:10]2([C:16]3[CH:17]=[CH:18][CH:19]=[CH:20][C:15]=3[S:14](=[O:22])(=[O:21])[NH:13]2)[CH2:9]1)C1C=CC=CC=1.C(O)=O. The catalyst is CO.[Pd]. The product is [NH:8]1[CH2:12][CH2:11][C:10]2([C:16]3[CH:17]=[CH:18][CH:19]=[CH:20][C:15]=3[S:14](=[O:22])(=[O:21])[NH:13]2)[CH2:9]1. The yield is 0.420. (4) The reactants are [CH2:1]([N:8]1[C:17]2[C:12](=[N:13][C:14]([C:18]3[CH:23]=[CH:22][CH:21]=[CH:20][CH:19]=3)=[CH:15][CH:16]=2)[CH2:11][CH:10]([NH:24][S:25]([C:28]2[CH:33]=[CH:32][CH:31]=[CH:30][CH:29]=2)(=[O:27])=[O:26])[C:9]1=O)[C:2]1[CH:7]=[CH:6][CH:5]=[CH:4][CH:3]=1.B.O1CCCC1.CO. The product is [CH2:1]([N:8]1[C:17]2[C:12](=[N:13][C:14]([C:18]3[CH:23]=[CH:22][CH:21]=[CH:20][CH:19]=3)=[CH:15][CH:16]=2)[CH2:11][CH:10]([NH:24][S:25]([C:28]2[CH:33]=[CH:32][CH:31]=[CH:30][CH:29]=2)(=[O:27])=[O:26])[CH2:9]1)[C:2]1[CH:3]=[CH:4][CH:5]=[CH:6][CH:7]=1. The catalyst is C1COCC1. The yield is 0.760.